Dataset: Full USPTO retrosynthesis dataset with 1.9M reactions from patents (1976-2016). Task: Predict the reactants needed to synthesize the given product. (1) Given the product [ClH:16].[CH3:25][O:26][C:27]1[CH:23]=[C:22]([C:30]2[C@@H:39]3[C@@H:34]([CH2:35][CH:36]=[CH:37][CH2:38]3)[C:33](=[O:40])[N:32]([C:41]3[CH:42]=[CH:43][C:44]([C:47]([N:12]4[CH2:11][CH2:10][N:9]([CH2:8][C:7]([N:1]5[CH2:2][CH2:3][O:4][CH2:5][CH2:6]5)=[O:15])[CH2:14][CH2:13]4)=[O:48])=[CH:45][CH:46]=3)[N:31]=2)[CH:21]=[CH:20][C:19]=1[O:18][CH3:17], predict the reactants needed to synthesize it. The reactants are: [N:1]1([C:7](=[O:15])[CH2:8][N:9]2[CH2:14][CH2:13][NH:12][CH2:11][CH2:10]2)[CH2:6][CH2:5][O:4][CH2:3][CH2:2]1.[ClH:16].[CH3:17][O:18][C:19]1[C:27]2[O:26][C:25](C)(C)C[C:23]=2[C:22]([C:30]2[C@@H:39]3[C@@H:34]([CH2:35][CH:36]=[CH:37][CH2:38]3)[C:33](=[O:40])[N:32]([C:41]3[CH:46]=[CH:45][C:44]([C:47](N4CCN(C/C=C/C5C=CC=CC=5)CC4)=[O:48])=[CH:43][CH:42]=3)[N:31]=2)=[CH:21][CH:20]=1. (2) Given the product [CH2:1]([C@@H:8]1[CH2:13][NH:12][CH2:11][CH2:10][N:9]1[C:21]([C:23]1[CH:28]=[CH:27][CH:26]=[CH:25][C:24]=1[C:29]1[CH:34]=[CH:33][C:32]([CH3:35])=[C:31]([CH3:36])[CH:30]=1)=[O:22])[C:2]1[CH:3]=[CH:4][CH:5]=[CH:6][CH:7]=1, predict the reactants needed to synthesize it. The reactants are: [CH2:1]([C@@H:8]1[CH2:13][N:12](CC2C=CC=CC=2)[CH2:11][CH2:10][N:9]1[C:21]([C:23]1[CH:28]=[CH:27][CH:26]=[CH:25][C:24]=1[C:29]1[CH:34]=[CH:33][C:32]([CH3:35])=[C:31]([CH3:36])[CH:30]=1)=[O:22])[C:2]1[CH:7]=[CH:6][CH:5]=[CH:4][CH:3]=1.C([O-])=O.[NH4+]. (3) Given the product [CH3:11][O:10][N:8]([CH3:9])[C:6]([C:5]1[CH:12]=[CH:13][C:2](=[O:1])[N:3]([CH3:16])[CH:4]=1)=[O:7], predict the reactants needed to synthesize it. The reactants are: [OH:1][C:2]1[CH:13]=[CH:12][C:5]([C:6]([N:8]([O:10][CH3:11])[CH3:9])=[O:7])=[CH:4][N:3]=1.CI.[C:16](=O)([O-])[O-].[K+].[K+].ClCCl. (4) Given the product [CH3:24][O:23][C:19]1[CH:18]=[C:17]([CH:22]=[CH:21][CH:20]=1)[CH:15]=[C:13]1[C:12]2[CH:11]=[CH:10][CH:9]=[CH:8][C:7]=2[CH2:6][C:5]2[C:14]1=[CH:1][CH:2]=[CH:3][CH:4]=2, predict the reactants needed to synthesize it. The reactants are: [CH:1]1[C:14]2[CH:13]([CH:15]([C:17]3[CH:22]=[CH:21][CH:20]=[C:19]([O:23][CH3:24])[CH:18]=3)O)[C:12]3[C:7](=[CH:8][CH:9]=[CH:10][CH:11]=3)[CH2:6][C:5]=2[CH:4]=[CH:3][CH:2]=1.S(=O)(=O)(O)O. (5) Given the product [Cl:1][C:2]1[C:3]([CH3:12])=[C:4]([S:8]([NH:19][C:20]2[CH:29]=[CH:28][C:23]3[N:24]=[C:25]([CH3:27])[O:26][C:22]=3[CH:21]=2)(=[O:10])=[O:9])[CH:5]=[CH:6][CH:7]=1, predict the reactants needed to synthesize it. The reactants are: [Cl:1][C:2]1[C:3]([CH3:12])=[C:4]([S:8](Cl)(=[O:10])=[O:9])[CH:5]=[CH:6][CH:7]=1.N1C=CC=CC=1.[NH2:19][C:20]1[CH:29]=[CH:28][C:23]2[N:24]=[C:25]([CH3:27])[O:26][C:22]=2[CH:21]=1.C([O-])(O)=O.[Na+]. (6) Given the product [Cl:3][C:4]1[CH:5]=[C:6]2[C:12]([CH2:13][CH2:14][C:15]([O:17][CH3:18])=[O:16])=[C:11]([C:19]3[CH:20]=[CH:21][C:22]([Cl:25])=[CH:23][CH:24]=3)[N:10]([CH3:27])[C:7]2=[N:8][CH:9]=1, predict the reactants needed to synthesize it. The reactants are: [H-].[Na+].[Cl:3][C:4]1[CH:5]=[C:6]2[C:12]([CH2:13][CH2:14][C:15]([O:17][CH3:18])=[O:16])=[C:11]([C:19]3[CH:24]=[CH:23][C:22]([Cl:25])=[CH:21][CH:20]=3)[NH:10][C:7]2=[N:8][CH:9]=1.I[CH3:27].O. (7) Given the product [CH2:7]([O:9][C:10](=[O:11])[NH:6][CH:1]1[CH2:5][CH2:4][CH2:3][CH2:2]1)[CH3:8], predict the reactants needed to synthesize it. The reactants are: [CH:1]1([NH2:6])[CH2:5][CH2:4][CH2:3][CH2:2]1.[CH2:7]([O:9][C:10](Cl)=[O:11])[CH3:8].C([O-])([O-])=O.[K+].[K+].